The task is: Predict which catalyst facilitates the given reaction.. This data is from Catalyst prediction with 721,799 reactions and 888 catalyst types from USPTO. (1) Reactant: [CH2:1]([Mg]Br)[CH:2]=[CH2:3].[CH3:6][CH2:7][C:8](=[O:11])[CH2:9][CH3:10]. Product: [CH2:7]([C:8]([OH:11])([CH2:3][CH:2]=[CH2:1])[CH2:9][CH3:10])[CH3:6]. The catalyst class is: 1. (2) Reactant: [CH:1]1([CH:5]([NH:21][CH:22]=O)[CH2:6][C:7]2[CH:12]=[CH:11][C:10]([O:13][CH3:14])=[C:9]([O:15][CH2:16][CH2:17][CH2:18][O:19][CH3:20])[CH:8]=2)[CH2:4][CH2:3][CH2:2]1.O=P(Cl)(Cl)Cl. Product: [CH:1]1([CH:5]2[CH2:6][C:7]3[C:12](=[CH:11][C:10]([O:13][CH3:14])=[C:9]([O:15][CH2:16][CH2:17][CH2:18][O:19][CH3:20])[CH:8]=3)[CH:22]=[N:21]2)[CH2:2][CH2:3][CH2:4]1. The catalyst class is: 23. (3) Reactant: [Br:1][C:2]1[CH:3]=[CH:4][C:5]([F:16])=[C:6]([CH:8]([C:10]2[CH:11]=[N:12][CH:13]=[CH:14][CH:15]=2)[OH:9])[CH:7]=1.CC(OI1(OC(C)=O)(OC(C)=O)OC(=O)C2C=CC=CC1=2)=O. Product: [Br:1][C:2]1[CH:3]=[CH:4][C:5]([F:16])=[C:6]([C:8]([C:10]2[CH:11]=[N:12][CH:13]=[CH:14][CH:15]=2)=[O:9])[CH:7]=1. The catalyst class is: 2. (4) Reactant: C(=O)([O-])[O-].[Ca+2].Cl[C:7]([O:9][C:10]1[CH:15]=[CH:14][CH:13]=[CH:12][CH:11]=1)=[O:8].[C:16]([O:20][C:21]([N:23]1[CH2:28][CH2:27][C:26]2[N:29]=[C:30]([NH2:32])[S:31][C:25]=2[CH2:24]1)=[O:22])([CH3:19])([CH3:18])[CH3:17]. Product: [C:16]([O:20][C:21]([N:23]1[CH2:28][CH2:27][C:26]2[N:29]=[C:30]([NH:32][C:7]([O:9][C:10]3[CH:15]=[CH:14][CH:13]=[CH:12][CH:11]=3)=[O:8])[S:31][C:25]=2[CH2:24]1)=[O:22])([CH3:19])([CH3:17])[CH3:18]. The catalyst class is: 1. (5) Reactant: [OH:1][CH2:2][CH:3]([CH2:5][OH:6])[OH:4].[C:7](Cl)([C:20]1[CH:25]=[CH:24][CH:23]=[CH:22][CH:21]=1)([C:14]1[CH:19]=[CH:18][CH:17]=[CH:16][CH:15]=1)[C:8]1[CH:13]=[CH:12][CH:11]=[CH:10][CH:9]=1. Product: [C:7]([O:1][CH2:2][CH:3]([OH:4])[CH2:5][O:6][C:7]([C:8]1[CH:13]=[CH:12][CH:11]=[CH:10][CH:9]=1)([C:20]1[CH:21]=[CH:22][CH:23]=[CH:24][CH:25]=1)[C:14]1[CH:15]=[CH:16][CH:17]=[CH:18][CH:19]=1)([C:20]1[CH:25]=[CH:24][CH:23]=[CH:22][CH:21]=1)([C:14]1[CH:19]=[CH:18][CH:17]=[CH:16][CH:15]=1)[C:8]1[CH:13]=[CH:12][CH:11]=[CH:10][CH:9]=1. The catalyst class is: 17. (6) Reactant: [CH:1]1([N:4]([CH2:7][C:8]2[CH:13]=[CH:12][C:11]([C:14]#[C:15][C:16]3[CH:21]=[CH:20][C:19]([CH2:22][C:23]([O:25]C)=[O:24])=[CH:18][CH:17]=3)=[CH:10][C:9]=2[CH3:27])[CH2:5][CH3:6])[CH2:3][CH2:2]1.[OH-].[Na+].O.CC#N. The catalyst class is: 199. Product: [CH:1]1([N:4]([CH2:7][C:8]2[CH:13]=[CH:12][C:11]([C:14]#[C:15][C:16]3[CH:21]=[CH:20][C:19]([CH2:22][C:23]([OH:25])=[O:24])=[CH:18][CH:17]=3)=[CH:10][C:9]=2[CH3:27])[CH2:5][CH3:6])[CH2:2][CH2:3]1.